This data is from Full USPTO retrosynthesis dataset with 1.9M reactions from patents (1976-2016). The task is: Predict the reactants needed to synthesize the given product. (1) Given the product [F:1][C:2]1[C:3]([CH3:16])=[C:4]2[C:9]([N:8]=[CH:7][C:6](=[O:15])[NH:5]2)=[CH:10][CH:11]=1, predict the reactants needed to synthesize it. The reactants are: [F:1][C:2]1[C:3]([CH3:16])=[C:4]2[C:9](=[CH:10][CH:11]=1)[N+:8]([O-])=[C:7](C#N)[C:6](=[O:15])[NH:5]2.S(S([O-])=O)([O-])=O.[Na+].[Na+].C#N.Cl.[OH-].[Na+]. (2) Given the product [Cl:3][C:4]1[CH:5]=[C:6]([CH2:7][OH:8])[CH:11]=[C:12]([C:14]#[C:15][Si:16]([CH3:18])([CH3:17])[CH3:19])[CH:13]=1, predict the reactants needed to synthesize it. The reactants are: [Li+].[BH4-].[Cl:3][C:4]1[CH:5]=[C:6]([CH:11]=[C:12]([C:14]#[C:15][Si:16]([CH3:19])([CH3:18])[CH3:17])[CH:13]=1)[C:7](OC)=[O:8].CO.[NH4+].[Cl-]. (3) Given the product [CH2:9]([N:8]([CH2:7][C:6]1[CH:5]=[C:4]([CH:17]=[CH:16][CH:15]=1)[NH2:1])[CH2:12][CH2:13][CH3:14])[CH2:10][CH3:11], predict the reactants needed to synthesize it. The reactants are: [N+:1]([C:4]1[CH:5]=[C:6]([CH:15]=[CH:16][CH:17]=1)[CH2:7][N:8]([CH2:12][CH2:13][CH3:14])[CH2:9][CH2:10][CH3:11])([O-])=O.O.NN. (4) Given the product [Br-:20].[Br-:20].[N+:1]([C:4]1[CH:9]=[CH:8][C:7]([N:10]2[CH2:14][CH2:13][CH:12]([N+:15]3[CH:19]=[CH:18][N:17]([CH2:22][CH2:21][CH2:23][N+:17]4[CH:18]=[CH:19][N:15]([CH:12]5[CH2:13][CH2:14][N:10]([C:7]6[CH:6]=[CH:5][C:4]([N+:1]([O-:3])=[O:2])=[CH:9][CH:8]=6)[CH2:11]5)[CH:16]=4)[CH:16]=3)[CH2:11]2)=[CH:6][CH:5]=1)([O-:3])=[O:2], predict the reactants needed to synthesize it. The reactants are: [N+:1]([C:4]1[CH:9]=[CH:8][C:7]([N:10]2[CH2:14][CH2:13][CH:12]([N:15]3[CH:19]=[CH:18][N:17]=[CH:16]3)[CH2:11]2)=[CH:6][CH:5]=1)([O-:3])=[O:2].[Br:20][C:21](Br)([CH3:23])[CH3:22]. (5) Given the product [Cl:49][C:43]1[CH:44]=[CH:45][C:46]([F:48])=[CH:47][C:42]=1[CH2:41][N:22]1[C:21]2[C:50](=[O:52])[N:8]([CH2:7][C:6]3[CH:11]=[CH:12][C:3]([O:2][CH3:1])=[CH:4][CH:5]=3)[C:9](=[O:10])[N:19]([CH3:13])[C:20]=2[C:24]([C:25]#[N:26])=[C:23]1[N:27]1[CH2:32][CH2:31][CH2:30][C@@H:29]([NH:33][C:34](=[O:35])[O:36][C:37]([CH3:40])([CH3:39])[CH3:38])[CH2:28]1, predict the reactants needed to synthesize it. The reactants are: [CH3:1][O:2][C:3]1[CH:12]=[CH:11][C:6]([CH2:7][N:8]=[C:9]=[O:10])=[CH:5][CH:4]=1.[C:13](=O)([O-])[O-].[K+].[K+].[NH2:19][C:20]1[C:24]([C:25]#[N:26])=[C:23]([N:27]2[CH2:32][CH2:31][CH2:30][C@@H:29]([NH:33][C:34]([O:36][C:37]([CH3:40])([CH3:39])[CH3:38])=[O:35])[CH2:28]2)[N:22]([CH2:41][C:42]2[CH:47]=[C:46]([F:48])[CH:45]=[CH:44][C:43]=2[Cl:49])[C:21]=1[C:50]([O:52]CC)=O.